From a dataset of Full USPTO retrosynthesis dataset with 1.9M reactions from patents (1976-2016). Predict the reactants needed to synthesize the given product. (1) The reactants are: C[O:2][C:3]1[CH:4]=[C:5]2[C:9](=[CH:10][CH:11]=1)[C:8](=[O:12])[CH2:7][CH2:6]2.B(Br)(Br)Br. Given the product [OH:2][C:3]1[CH:4]=[C:5]2[C:9](=[CH:10][CH:11]=1)[C:8](=[O:12])[CH2:7][CH2:6]2, predict the reactants needed to synthesize it. (2) Given the product [OH:34][C:30]1([CH2:29][NH:28][C:24]([C:7]2[N:8]([CH2:12][C:13]3[CH:18]=[CH:17][CH:16]=[C:15]([O:19][C:20]([F:21])([F:23])[F:22])[CH:14]=3)[C:9]3[C:5]([CH:6]=2)=[CH:4][C:3]([C:1]#[N:2])=[CH:11][CH:10]=3)=[O:26])[CH2:33][CH2:32][CH2:31]1, predict the reactants needed to synthesize it. The reactants are: [C:1]([C:3]1[CH:4]=[C:5]2[C:9](=[CH:10][CH:11]=1)[N:8]([CH2:12][C:13]1[CH:18]=[CH:17][CH:16]=[C:15]([O:19][C:20]([F:23])([F:22])[F:21])[CH:14]=1)[C:7]([C:24]([OH:26])=O)=[CH:6]2)#[N:2].Cl.[NH2:28][CH2:29][C:30]1([OH:34])[CH2:33][CH2:32][CH2:31]1. (3) Given the product [F:1][C:2]1[CH:11]=[C:10]([F:12])[CH:9]=[C:8]2[C:3]=1[CH2:4][CH2:5][CH:6]([NH:28][C@@H:24]([CH2:25][CH2:26][CH3:27])[C:23]([OH:29])=[O:32])[CH2:7]2, predict the reactants needed to synthesize it. The reactants are: [F:1][C:2]1[CH:11]=[C:10]([F:12])[CH:9]=[C:8]2[C:3]=1[CH2:4][CH2:5][C:6](=O)[CH2:7]2.C(C1SC(N[C:23](=[O:29])[C@@H:24]([NH2:28])[CH2:25][CH2:26][CH3:27])=NC=1)(C)C.C(O[BH-](OC(=O)C)OC(=O)C)(=[O:32])C.[Na+].C(O)(=O)C. (4) Given the product [Cl:13][C:14]1[CH:20]=[CH:19][C:17]([NH:18][C:2](=[O:4])[C:1]2[CH:11]=[CH:10][CH:9]=[CH:8][C:7]=2[NH2:6])=[CH:16][CH:15]=1, predict the reactants needed to synthesize it. The reactants are: [C:1]12[C:7](=[CH:8][CH:9]=[CH:10][CH:11]=1)[NH:6]C(=O)[O:4][C:2]2=O.[Cl:13][C:14]1[CH:20]=[CH:19][C:17]([NH2:18])=[CH:16][CH:15]=1.